Dataset: Reaction yield outcomes from USPTO patents with 853,638 reactions. Task: Predict the reaction yield, written as a fraction of the theoretical maximum amount of product (1.0 means a 100% yield; for example, 0.34 means a 34% yield). The reactants are C(N(CC)CC)C.[Br:8][C:9]1[CH:14]=[CH:13][C:12]([C:15](=[O:17])[CH3:16])=[C:11]([OH:18])[CH:10]=1.[Cl:19][C:20]1[CH:28]=[C:27]([Cl:29])[CH:26]=[CH:25][C:21]=1[C:22](Cl)=[O:23]. The catalyst is ClCCl. The product is [C:15]([C:12]1[CH:13]=[CH:14][C:9]([Br:8])=[CH:10][C:11]=1[O:18][C:22](=[O:23])[C:21]1[CH:25]=[CH:26][C:27]([Cl:29])=[CH:28][C:20]=1[Cl:19])(=[O:17])[CH3:16]. The yield is 0.840.